From a dataset of Full USPTO retrosynthesis dataset with 1.9M reactions from patents (1976-2016). Predict the reactants needed to synthesize the given product. (1) Given the product [Br:1][C:2]1[CH:7]=[C:6]([S:8]([CH:11]([CH3:12])[CH3:16])(=[O:9])=[O:10])[CH:5]=[CH:4][C:3]=1[F:14], predict the reactants needed to synthesize it. The reactants are: [Br:1][C:2]1[CH:7]=[C:6]([S:8]([CH2:11][CH2:12]C)(=[O:10])=[O:9])[CH:5]=[CH:4][C:3]=1[F:14].F[C:16]1C=CC(S(C(C)C)(=O)=O)=CC=1. (2) Given the product [F:1][C:2]([F:23])([F:24])[C:3]([N:5]([C:6]1[CH:7]=[C:8]([NH:12][C:13](=[O:22])[O:14][CH2:15][C:16]2[CH:21]=[CH:20][CH:19]=[CH:18][CH:17]=2)[CH:9]=[CH:10][CH:11]=1)[CH3:28])=[O:4], predict the reactants needed to synthesize it. The reactants are: [F:1][C:2]([F:24])([F:23])[C:3]([NH:5][C:6]1[CH:7]=[C:8]([NH:12][C:13](=[O:22])[O:14][CH2:15][C:16]2[CH:21]=[CH:20][CH:19]=[CH:18][CH:17]=2)[CH:9]=[CH:10][CH:11]=1)=[O:4].[H-].[Na+].I[CH3:28].